This data is from Forward reaction prediction with 1.9M reactions from USPTO patents (1976-2016). The task is: Predict the product of the given reaction. (1) Given the reactants [CH:1]([NH:3][NH2:4])=[O:2].[F:5][C:6]1[CH:15]=[CH:14][CH:13]=[CH:12][C:7]=1[CH2:8][N:9]=[C:10]=[O:11], predict the reaction product. The product is: [F:5][C:6]1[CH:15]=[CH:14][CH:13]=[CH:12][C:7]=1[CH2:8][NH:9][C:10]([NH:4][NH:3][CH:1]=[O:2])=[O:11]. (2) Given the reactants B(Br)(Br)Br.C[O:6][C:7]1[CH:16]=[C:15]2[C:10]([N:11]=[CH:12][C:13]([O:17][CH2:18][CH2:19][N:20]3[CH2:25][CH2:24][CH:23]([NH:26][C:27]([C:29]4[CH:30]=[CH:31][C:32]5[S:37][CH2:36][C:35](=[O:38])[NH:34][C:33]=5[CH:39]=4)=[O:28])[CH2:22][CH2:21]3)=[N:14]2)=[CH:9][CH:8]=1.CO, predict the reaction product. The product is: [OH:6][C:7]1[CH:16]=[C:15]2[C:10]([N:11]=[CH:12][C:13]([O:17][CH2:18][CH2:19][N:20]3[CH2:25][CH2:24][CH:23]([NH:26][C:27]([C:29]4[CH:30]=[CH:31][C:32]5[S:37][CH2:36][C:35](=[O:38])[NH:34][C:33]=5[CH:39]=4)=[O:28])[CH2:22][CH2:21]3)=[N:14]2)=[CH:9][CH:8]=1.